Regression. Given two drug SMILES strings and cell line genomic features, predict the synergy score measuring deviation from expected non-interaction effect. From a dataset of NCI-60 drug combinations with 297,098 pairs across 59 cell lines. (1) Drug 1: C1CC(=O)NC(=O)C1N2CC3=C(C2=O)C=CC=C3N. Drug 2: C1=CC=C(C=C1)NC(=O)CCCCCCC(=O)NO. Cell line: NCI-H322M. Synergy scores: CSS=12.9, Synergy_ZIP=-0.672, Synergy_Bliss=2.51, Synergy_Loewe=-24.0, Synergy_HSA=3.46. (2) Drug 1: C1CC(=O)NC(=O)C1N2CC3=C(C2=O)C=CC=C3N. Drug 2: CCCS(=O)(=O)NC1=C(C(=C(C=C1)F)C(=O)C2=CNC3=C2C=C(C=N3)C4=CC=C(C=C4)Cl)F. Cell line: SF-268. Synergy scores: CSS=5.41, Synergy_ZIP=1.25, Synergy_Bliss=0.695, Synergy_Loewe=-44.1, Synergy_HSA=-2.07. (3) Drug 1: CC1=CC=C(C=C1)C2=CC(=NN2C3=CC=C(C=C3)S(=O)(=O)N)C(F)(F)F. Drug 2: CC1=C(C(=CC=C1)Cl)NC(=O)C2=CN=C(S2)NC3=CC(=NC(=N3)C)N4CCN(CC4)CCO. Cell line: HCT116. Synergy scores: CSS=2.20, Synergy_ZIP=6.14, Synergy_Bliss=0.313, Synergy_Loewe=-4.17, Synergy_HSA=-1.27. (4) Drug 1: CC(C1=C(C=CC(=C1Cl)F)Cl)OC2=C(N=CC(=C2)C3=CN(N=C3)C4CCNCC4)N. Drug 2: CN1C2=C(C=C(C=C2)N(CCCl)CCCl)N=C1CCCC(=O)O.Cl. Cell line: HOP-62. Synergy scores: CSS=8.40, Synergy_ZIP=1.89, Synergy_Bliss=4.37, Synergy_Loewe=-1.46, Synergy_HSA=-0.136. (5) Synergy scores: CSS=8.28, Synergy_ZIP=-2.55, Synergy_Bliss=0.983, Synergy_Loewe=-6.89, Synergy_HSA=0.0688. Cell line: EKVX. Drug 2: C(CCl)NC(=O)N(CCCl)N=O. Drug 1: CC1C(C(CC(O1)OC2CC(CC3=C2C(=C4C(=C3O)C(=O)C5=C(C4=O)C(=CC=C5)OC)O)(C(=O)CO)O)N)O.Cl. (6) Drug 1: C1=CC(=CC=C1CCCC(=O)O)N(CCCl)CCCl. Drug 2: CC1=C(C(=O)C2=C(C1=O)N3CC4C(C3(C2COC(=O)N)OC)N4)N. Cell line: OVCAR3. Synergy scores: CSS=30.0, Synergy_ZIP=-5.45, Synergy_Bliss=1.80, Synergy_Loewe=-4.26, Synergy_HSA=0.109. (7) Drug 1: CC1OCC2C(O1)C(C(C(O2)OC3C4COC(=O)C4C(C5=CC6=C(C=C35)OCO6)C7=CC(=C(C(=C7)OC)O)OC)O)O. Drug 2: C1=CN(C=N1)CC(O)(P(=O)(O)O)P(=O)(O)O. Cell line: OVCAR-4. Synergy scores: CSS=4.58, Synergy_ZIP=-3.45, Synergy_Bliss=-1.67, Synergy_Loewe=1.02, Synergy_HSA=0.848. (8) Synergy scores: CSS=13.8, Synergy_ZIP=-5.11, Synergy_Bliss=-2.61, Synergy_Loewe=-6.00, Synergy_HSA=0.320. Drug 2: CCN(CC)CCCC(C)NC1=C2C=C(C=CC2=NC3=C1C=CC(=C3)Cl)OC. Cell line: SNB-75. Drug 1: C1CC(=O)NC(=O)C1N2CC3=C(C2=O)C=CC=C3N. (9) Drug 1: CC(C1=C(C=CC(=C1Cl)F)Cl)OC2=C(N=CC(=C2)C3=CN(N=C3)C4CCNCC4)N. Drug 2: COC1=CC(=CC(=C1O)OC)C2C3C(COC3=O)C(C4=CC5=C(C=C24)OCO5)OC6C(C(C7C(O6)COC(O7)C8=CC=CS8)O)O. Cell line: OVCAR-5. Synergy scores: CSS=21.7, Synergy_ZIP=-5.70, Synergy_Bliss=0.649, Synergy_Loewe=-1.88, Synergy_HSA=0.722.